From a dataset of Full USPTO retrosynthesis dataset with 1.9M reactions from patents (1976-2016). Predict the reactants needed to synthesize the given product. (1) Given the product [CH2:1]([C@:3]1([OH:9])[CH2:7][CH2:6][N:5]([C:17]2[CH:18]=[C:11]([F:10])[C:12]([C:13]#[N:14])=[C:15]([F:20])[CH:16]=2)[C@H:4]1[CH3:8])[CH3:2], predict the reactants needed to synthesize it. The reactants are: [CH2:1]([C@:3]1([OH:9])[CH2:7][CH2:6][NH:5][C@H:4]1[CH3:8])[CH3:2].[F:10][C:11]1[CH:18]=[C:17](F)[CH:16]=[C:15]([F:20])[C:12]=1[C:13]#[N:14].C(=O)([O-])[O-].[Li+].[Li+]. (2) Given the product [F:25][C:2]([F:1])([F:24])[C:3]1[CH:4]=[CH:5][C:6]([O:9][C:10]2[CH:11]=[C:12]([CH:16]=[C:17]3[CH2:22][CH2:21][CH:20]([NH:23][C:26]([C:27]4[CH:28]=[N:29][CH:30]=[CH:31][CH:32]=4)=[O:33])[CH2:19][CH2:18]3)[CH:13]=[CH:14][CH:15]=2)=[N:7][CH:8]=1, predict the reactants needed to synthesize it. The reactants are: [F:1][C:2]([F:25])([F:24])[C:3]1[CH:4]=[CH:5][C:6]([O:9][C:10]2[CH:11]=[C:12]([CH:16]=[C:17]3[CH2:22][CH2:21][CH:20]([NH2:23])[CH2:19][CH2:18]3)[CH:13]=[CH:14][CH:15]=2)=[N:7][CH:8]=1.[C:26](Cl)(=[O:33])[C:27]1[CH:32]=[CH:31][CH:30]=[N:29][CH:28]=1.C(N(CC)CC)C.